From a dataset of CYP1A2 inhibition data for predicting drug metabolism from PubChem BioAssay. Regression/Classification. Given a drug SMILES string, predict its absorption, distribution, metabolism, or excretion properties. Task type varies by dataset: regression for continuous measurements (e.g., permeability, clearance, half-life) or binary classification for categorical outcomes (e.g., BBB penetration, CYP inhibition). Dataset: cyp1a2_veith. (1) The molecule is COc1ccccc1Nc1nc(-c2sc(NC(=O)c3ccc([N+](=O)[O-])cc3)nc2C)cs1. The result is 0 (non-inhibitor). (2) The compound is O=C(Cn1nc(C(F)F)cc1C(F)F)N/N=C/c1ccc2c(c1)OCO2. The result is 1 (inhibitor). (3) The drug is N#C/C(=C\Nc1ccccn1)C(=O)c1ccco1. The result is 0 (non-inhibitor). (4) The compound is Nc1ccc2[nH]cc(CCC(=O)O)c2c1. The result is 0 (non-inhibitor).